From a dataset of Forward reaction prediction with 1.9M reactions from USPTO patents (1976-2016). Predict the product of the given reaction. (1) Given the reactants [C:1]([Si:5]([CH3:8])([CH3:7])Cl)([CH3:4])([CH3:3])[CH3:2].[CH2:9]([N:16]1[CH2:21][CH2:20][CH:19]([NH:22][CH2:23][C:24]2[N:25]=[C:26]([CH2:29][OH:30])[NH:27][CH:28]=2)[CH2:18][CH2:17]1)[C:10]1[CH:15]=[CH:14][CH:13]=[CH:12][CH:11]=1.C(N(CC)CC)C.C(Cl)(Cl)Cl, predict the reaction product. The product is: [CH2:9]([N:16]1[CH2:21][CH2:20][CH:19]([NH:22][CH2:23][C:24]2[N:25]=[C:26]([CH2:29][O:30][Si:5]([C:1]([CH3:4])([CH3:3])[CH3:2])([CH3:8])[CH3:7])[NH:27][CH:28]=2)[CH2:18][CH2:17]1)[C:10]1[CH:11]=[CH:12][CH:13]=[CH:14][CH:15]=1. (2) Given the reactants [C:1]([O:5][C:6]([NH:8][CH2:9][C:10]1[C:11]([C:26]2[CH:31]=[CH:30][C:29]([CH3:32])=[CH:28][CH:27]=2)=[C:12]([CH2:22][C:23]([OH:25])=[O:24])[C:13]([CH3:21])=[N:14][C:15]=1[CH2:16][C:17]([CH3:20])([CH3:19])[CH3:18])=[O:7])([CH3:4])([CH3:3])[CH3:2].C(N(CC)CC)C.ClC1C=C(Cl)C=C(Cl)C=1C(Cl)=O.O[CH2:53][C:54]1[CH:71]=[CH:70][C:57]([C:58]([O:60][CH2:61][C:62](=[O:69])[C:63]2[CH:68]=[CH:67][CH:66]=[CH:65][CH:64]=2)=[O:59])=[CH:56][CH:55]=1, predict the reaction product. The product is: [C:1]([O:5][C:6]([NH:8][CH2:9][C:10]1[C:11]([C:26]2[CH:27]=[CH:28][C:29]([CH3:32])=[CH:30][CH:31]=2)=[C:12]([CH2:22][C:23]([O:25][CH2:53][C:54]2[CH:55]=[CH:56][C:57]([C:58]([O:60][CH2:61][C:62](=[O:69])[C:63]3[CH:64]=[CH:65][CH:66]=[CH:67][CH:68]=3)=[O:59])=[CH:70][CH:71]=2)=[O:24])[C:13]([CH3:21])=[N:14][C:15]=1[CH2:16][C:17]([CH3:18])([CH3:19])[CH3:20])=[O:7])([CH3:2])([CH3:3])[CH3:4].